From a dataset of Drug-target binding data from BindingDB using Kd measurements. Regression. Given a target protein amino acid sequence and a drug SMILES string, predict the binding affinity score between them. We predict pKd (pKd = -log10(Kd in M); higher means stronger binding). Dataset: bindingdb_kd. The small molecule is O=C(CCCC[C@@H]1SC[C@@H]2NC(=O)N[C@H]12)NCCCCCCOP(=O)(O)O[C@H]1[C@@H](O)[C@@H](O)[C@H](OP(=O)(O)O)[C@@H](OP(=O)(O)O)[C@@H]1O. The target protein (P10688) has sequence MDSGRDFLTLHGLQDDPDLQALLKGSQLLKVKSSSWRRERFYKLQEDCKTIWQESRKVMRSPESQLFSIEDIQEVRMGHRTEGLEKFARDIPEDRCFSIVFKDQRNTLDLIAPSPADAQHWVQGLRKIIHHSGSMDQRQKLQHWIHSCLRKADKNKDNKMNFKELKDFLKELNIQVDDGYARKIFRECDHSQTDSLEDEEIETFYKMLTQRAEIDRAFEEAAGSAETLSVERLVTFLQHQQREEEAGPALALSLIERYEPSETAKAQRQMTKDGFLMYLLSADGNAFSLAHRRVYQDMDQPLSHYLVSSSHNTYLLEDQLTGPSSTEAYIRALCKGCRCLELDCWDGPNQEPIIYHGYTFTSKILFCDVLRAIRDYAFKASPYPVILSLENHCSLEQQRVMARHLRAILGPILLDQPLDGVTTSLPSPEQLKGKILLKGKKLGGLLPAGGENGSEATDVSDEVEAAEMEDEAVRSQVQHKPKEDKLKLVPELSDMIIYCK.... The pKd is 5.3.